Predict which catalyst facilitates the given reaction. From a dataset of Catalyst prediction with 721,799 reactions and 888 catalyst types from USPTO. (1) Reactant: [Cl:1][C:2]1[CH:8]=[C:7]([O:9][C:10]2[C:19]3[C:14](=[CH:15][C:16]([O:22][CH3:23])=[C:17]([O:20][CH3:21])[CH:18]=3)[N:13]=[CH:12][N:11]=2)[CH:6]=[CH:5][C:3]=1[NH2:4].Cl[C:25](Cl)([O:27][C:28](=[O:34])OC(Cl)(Cl)Cl)Cl.[CH:36]1(O)[CH2:42][CH2:41]C[CH2:39][CH2:38][CH2:37]1.C(=O)(O)[O-].[Na+]. Product: [Cl:1][C:2]1[CH:8]=[C:7]([O:9][C:10]2[C:19]3[C:14](=[CH:15][C:16]([O:22][CH3:23])=[C:17]([O:20][CH3:21])[CH:18]=3)[N:13]=[CH:12][N:11]=2)[CH:6]=[CH:5][C:3]=1[NH:4][C:28](=[O:34])[O:27][CH:25]1[CH2:39][CH2:38][CH2:37][CH2:36][CH2:42][CH2:41]1. The catalyst class is: 208. (2) Reactant: [C:1]([OH:11])(=[O:10])[CH2:2][CH2:3][CH2:4][CH2:5][CH2:6][CH2:7][CH2:8][CH3:9].[CH3:12]O. Product: [CH3:9][CH2:8][CH2:7][CH2:6][CH2:5][CH2:4][CH2:3][CH2:2][C:1]([O:11][CH3:12])=[O:10]. The catalyst class is: 65.